From a dataset of Reaction yield outcomes from USPTO patents with 853,638 reactions. Predict the reaction yield, written as a fraction of the theoretical maximum amount of product (1.0 means a 100% yield; for example, 0.34 means a 34% yield). (1) The reactants are Cl[C:2]1[N:10]=[C:9]([Cl:11])[CH:8]=[CH:7][C:3]=1[C:4]([OH:6])=[O:5].[NH3:12]. The catalyst is [Cu]I. The product is [NH2:12][C:2]1[N:10]=[C:9]([Cl:11])[CH:8]=[CH:7][C:3]=1[C:4]([OH:6])=[O:5]. The yield is 0.720. (2) The reactants are IC.[F:3][C:4]([F:9])([F:8])[C:5]([OH:7])=[O:6].[CH3:10][CH:11]([C:13]1[N:17]=[C:16]([N:18]2[CH2:23][CH2:22][CH:21]([CH2:24][O:25][C:26]3[CH:31]=[CH:30][C:29]([C:32]4[CH:37]=[CH:36][C:35]([S:38]([NH:41][CH2:42][CH2:43][N:44]5[CH2:49][CH2:48][O:47][CH2:46][CH2:45]5)(=[O:40])=[O:39])=[CH:34][CH:33]=4)=[CH:28][CH:27]=3)[CH2:20][CH2:19]2)[O:15][N:14]=1)[CH3:12].[OH-].[K+]. The catalyst is CCO. The product is [C:5]([OH:7])([C:4]([F:9])([F:8])[F:3])=[O:6].[F:3][C:4]([F:9])([F:8])[C:5]([OH:7])=[O:6].[CH3:4][N:41]([CH2:42][CH2:43][N:44]1[CH2:45][CH2:46][O:47][CH2:48][CH2:49]1)[S:38]([C:35]1[CH:36]=[CH:37][C:32]([C:29]2[CH:30]=[CH:31][C:26]([O:25][CH2:24][CH:21]3[CH2:20][CH2:19][N:18]([C:16]4[O:15][N:14]=[C:13]([CH:11]([CH3:10])[CH3:12])[N:17]=4)[CH2:23][CH2:22]3)=[CH:27][CH:28]=2)=[CH:33][CH:34]=1)(=[O:40])=[O:39]. The yield is 0.000500. (3) The reactants are [C:1]1([C:7]#[C:8][C:9]2[CH:10]=[C:11]([CH:16]=[CH:17][C:18]=2[NH:19]C(=O)C(F)(F)F)[C:12]([O:14][CH3:15])=[O:13])[CH:6]=[CH:5][CH:4]=[CH:3][CH:2]=1.FC(F)(F)S(O[C:32]1[CH2:37][CH2:36][CH2:35][CH2:34][CH:33]=1)(=O)=O.C([O-])([O-])=O.[K+].[K+]. The catalyst is CC#N.C1C=CC([P]([Pd]([P](C2C=CC=CC=2)(C2C=CC=CC=2)C2C=CC=CC=2)([P](C2C=CC=CC=2)(C2C=CC=CC=2)C2C=CC=CC=2)[P](C2C=CC=CC=2)(C2C=CC=CC=2)C2C=CC=CC=2)(C2C=CC=CC=2)C2C=CC=CC=2)=CC=1. The product is [C:32]1([C:8]2[C:9]3[C:18](=[CH:17][CH:16]=[C:11]([C:12]([O:14][CH3:15])=[O:13])[CH:10]=3)[NH:19][C:7]=2[C:1]2[CH:6]=[CH:5][CH:4]=[CH:3][CH:2]=2)[CH2:37][CH2:36][CH2:35][CH2:34][CH:33]=1. The yield is 0.800. (4) The reactants are S(C1C=CC(C)=CC=1)(O)(=O)=O.[CH3:12][C@H:13]1[CH2:17][CH2:16][CH2:15][NH:14]1.F[C:19]1[CH:24]=[CH:23][C:22]([N+:25]([O-:27])=[O:26])=[C:21]([C:28]([F:31])([F:30])[F:29])[CH:20]=1.C(N(CC)CC)C. The catalyst is C(#N)C. The product is [CH3:12][C@H:13]1[CH2:17][CH2:16][CH2:15][N:14]1[C:19]1[CH:24]=[CH:23][C:22]([N+:25]([O-:27])=[O:26])=[C:21]([C:28]([F:29])([F:31])[F:30])[CH:20]=1. The yield is 1.00. (5) The reactants are [NH2:1][C:2]1[CH:3]=[N:4][CH:5]=[C:6]([Br:8])[CH:7]=1.[C:9](Cl)(=[O:14])[C:10]([CH3:13])([CH3:12])[CH3:11]. The catalyst is N1C=CC=CC=1. The product is [Br:8][C:6]1[CH:7]=[C:2]([NH:1][C:9](=[O:14])[C:10]([CH3:13])([CH3:12])[CH3:11])[CH:3]=[N:4][CH:5]=1. The yield is 0.731. (6) The reactants are [C:1]1([Mg]Br)[CH:6]=[CH:5][CH:4]=[CH:3][CH:2]=1.[CH:9](=[O:13])/[CH:10]=[CH:11]/[CH3:12].[Cl-].[NH4+]. The catalyst is O1CCCC1.CCOCC. The product is [C:1]1([CH:9]([OH:13])[CH:10]=[CH:11][CH3:12])[CH:6]=[CH:5][CH:4]=[CH:3][CH:2]=1. The yield is 0.999. (7) The product is [CH3:3][C:4]1[CH:5]=[C:6]([CH2:11][CH:12]([C:15]2[CH:20]=[CH:19][CH:18]=[C:17]([F:21])[CH:16]=2)[C:13]#[N:14])[CH:7]=[CH:8][C:9]=1[CH3:10]. The catalyst is CCO. The reactants are [BH4-].[Na+].[CH3:3][C:4]1[CH:5]=[C:6](/[CH:11]=[C:12](\[C:15]2[CH:20]=[CH:19][CH:18]=[C:17]([F:21])[CH:16]=2)/[C:13]#[N:14])[CH:7]=[CH:8][C:9]=1[CH3:10]. The yield is 0.960.